Dataset: Reaction yield outcomes from USPTO patents with 853,638 reactions. Task: Predict the reaction yield, written as a fraction of the theoretical maximum amount of product (1.0 means a 100% yield; for example, 0.34 means a 34% yield). (1) The reactants are [O:1]1[CH2:6][CH2:5]C(=O)[CH2:3][CH2:2]1.[CH:8]([O:13][CH3:14])([O:11][CH3:12])OC.[I:15]I. No catalyst specified. The product is [I:15][CH:3]1[C:8]([O:11][CH3:12])([O:13][CH3:14])[CH2:5][CH2:6][O:1][CH2:2]1. The yield is 0.810. (2) The reactants are [OH-].[Na+].[NH2:3][C:4]1[C:12]2[C:7](=[CH:8][CH:9]=[CH:10][CH:11]=2)[C:6]([C:21]2[CH:22]=[C:23]([OH:27])[CH:24]=[CH:25][CH:26]=2)([C:13]2[CH:18]=[C:17]([Cl:19])[N:16]=[C:15]([Cl:20])[CH:14]=2)[N:5]=1.[Cl:28][C:29]1[N:33]([CH3:34])[N:32]=[C:31]([CH3:35])[C:30]=1[S:36](Cl)(=[O:38])=[O:37]. The catalyst is O1CCCC1. The product is [Cl:28][C:29]1[N:33]([CH3:34])[N:32]=[C:31]([CH3:35])[C:30]=1[S:36]([O:27][C:23]1[CH:24]=[CH:25][CH:26]=[C:21]([C:6]2([C:13]3[CH:14]=[C:15]([Cl:20])[N:16]=[C:17]([Cl:19])[CH:18]=3)[C:7]3[C:12](=[CH:11][CH:10]=[CH:9][CH:8]=3)[C:4]([NH2:3])=[N:5]2)[CH:22]=1)(=[O:37])=[O:38]. The yield is 0.280. (3) The reactants are [Cl:1][C:2]1[CH:3]=[C:4]2[C:9](=[CH:10][CH:11]=1)[N:8]=[C:7]([NH:12][C:13](=[O:17])OCC)[C:6]([O:18][CH3:19])=[N:5]2.[C:20]1([N:26]2[CH2:31][CH2:30][NH:29][CH2:28][CH2:27]2)[CH:25]=[CH:24][CH:23]=[CH:22][CH:21]=1.C1CCN2C(=NCCC2)CC1. The catalyst is O1CCCC1. The product is [Cl:1][C:2]1[CH:3]=[C:4]2[C:9](=[CH:10][CH:11]=1)[N:8]=[C:7]([NH:12][C:13]([N:29]1[CH2:30][CH2:31][N:26]([C:20]3[CH:25]=[CH:24][CH:23]=[CH:22][CH:21]=3)[CH2:27][CH2:28]1)=[O:17])[C:6]([O:18][CH3:19])=[N:5]2. The yield is 0.940. (4) The reactants are [O:1]1[C:5]2[CH:6]=[CH:7][C:8]([C:10]3([C:13]([NH:15][C:16]4[CH:17]=[C:18]([C:23]5[CH:28]=[CH:27][C:26]([CH2:29][OH:30])=[CH:25][CH:24]=5)[C:19]([CH3:22])=[CH:20][CH:21]=4)=[O:14])[CH2:12][CH2:11]3)=[CH:9][C:4]=2[O:3][CH2:2]1.[C:31]1(C)C=CC(S(O)(=O)=O)=CC=1.CO. The product is [O:1]1[C:5]2[CH:6]=[CH:7][C:8]([C:10]3([C:13]([NH:15][C:16]4[CH:17]=[C:18]([C:23]5[CH:24]=[CH:25][C:26]([CH2:29][O:30][CH3:31])=[CH:27][CH:28]=5)[C:19]([CH3:22])=[CH:20][CH:21]=4)=[O:14])[CH2:11][CH2:12]3)=[CH:9][C:4]=2[O:3][CH2:2]1. The yield is 0.230. The catalyst is C1(C)C=CC=CC=1.